This data is from Full USPTO retrosynthesis dataset with 1.9M reactions from patents (1976-2016). The task is: Predict the reactants needed to synthesize the given product. (1) Given the product [O:12]=[C:11]([CH3:10])[CH:7]([C:1]1[CH:6]=[CH:5][CH:4]=[CH:3][CH:2]=1)[C:8]#[N:9], predict the reactants needed to synthesize it. The reactants are: [C:1]1([CH2:7][C:8]#[N:9])[CH:6]=[CH:5][CH:4]=[CH:3][CH:2]=1.[CH3:10][CH2:11][O:12]C(C)=O. (2) Given the product [F:51][C:50]([F:53])([F:52])[C:48]([OH:54])=[O:49].[NH2:27][C:28]1[N:29]=[C:30]([NH:1][C:2]2[C:7]3[S:8][C:9]([C:11]4[C:18]([Cl:19])=[CH:17][C:14]([C:15]#[N:16])=[CH:13][C:12]=4[Cl:20])=[N:10][C:6]=3[CH:5]=[CH:4][N:3]=2)[CH:31]=[C:32]([CH3:33])[N:36]=1, predict the reactants needed to synthesize it. The reactants are: [NH2:1][C:2]1[C:7]2[S:8][C:9]([C:11]3[C:18]([Cl:19])=[CH:17][C:14]([C:15]#[N:16])=[CH:13][C:12]=3[Cl:20])=[N:10][C:6]=2[CH:5]=[CH:4][N:3]=1.C(OC(=O)[NH:27][C:28]1[C:33]2SC(C3C(Cl)=CC(C#N)=CC=3Cl)=[N:36][C:32]=2[CH:31]=[CH:30][N:29]=1)(C)(C)C.[C:48]([OH:54])([C:50]([F:53])([F:52])[F:51])=[O:49].